This data is from NCI-60 drug combinations with 297,098 pairs across 59 cell lines. The task is: Regression. Given two drug SMILES strings and cell line genomic features, predict the synergy score measuring deviation from expected non-interaction effect. (1) Drug 1: CC1=C(C(=CC=C1)Cl)NC(=O)C2=CN=C(S2)NC3=CC(=NC(=N3)C)N4CCN(CC4)CCO. Drug 2: COCCOC1=C(C=C2C(=C1)C(=NC=N2)NC3=CC=CC(=C3)C#C)OCCOC.Cl. Cell line: NCI-H226. Synergy scores: CSS=6.79, Synergy_ZIP=-1.51, Synergy_Bliss=0.607, Synergy_Loewe=2.14, Synergy_HSA=1.72. (2) Drug 1: CCN(CC)CCNC(=O)C1=C(NC(=C1C)C=C2C3=C(C=CC(=C3)F)NC2=O)C. Drug 2: C1=CN(C=N1)CC(O)(P(=O)(O)O)P(=O)(O)O. Cell line: MCF7. Synergy scores: CSS=3.62, Synergy_ZIP=-0.515, Synergy_Bliss=0.350, Synergy_Loewe=1.88, Synergy_HSA=1.12. (3) Drug 1: CN(C)N=NC1=C(NC=N1)C(=O)N. Drug 2: CC1C(C(CC(O1)OC2CC(CC3=C2C(=C4C(=C3O)C(=O)C5=CC=CC=C5C4=O)O)(C(=O)C)O)N)O. Cell line: U251. Synergy scores: CSS=40.5, Synergy_ZIP=-1.35, Synergy_Bliss=-2.09, Synergy_Loewe=-25.4, Synergy_HSA=-0.396. (4) Drug 1: C1CC(=O)NC(=O)C1N2CC3=C(C2=O)C=CC=C3N. Drug 2: C1=C(C(=O)NC(=O)N1)F. Cell line: HOP-62. Synergy scores: CSS=35.3, Synergy_ZIP=3.14, Synergy_Bliss=-3.17, Synergy_Loewe=-4.63, Synergy_HSA=1.21.